Dataset: Forward reaction prediction with 1.9M reactions from USPTO patents (1976-2016). Task: Predict the product of the given reaction. (1) Given the reactants [CH3:1][N:2]1[C:11]2[C:6](=[CH:7][N:8]=[C:9]([CH3:12])[CH:10]=2)[CH:5]=[C:4]([C:13]2[CH:14]=[C:15]([CH:19]=[CH:20][C:21]=2[CH3:22])[C:16]([OH:18])=O)[C:3]1=[O:23].[F:24][C:25]1[CH:26]=[CH:27][C:28]([NH2:31])=[N:29][CH:30]=1.N1C=CC=CC=1, predict the reaction product. The product is: [CH3:1][N:2]1[C:11]2[C:6](=[CH:7][N:8]=[C:9]([CH3:12])[CH:10]=2)[CH:5]=[C:4]([C:13]2[CH:14]=[C:15]([CH:19]=[CH:20][C:21]=2[CH3:22])[C:16]([NH:31][C:28]2[CH:27]=[CH:26][C:25]([F:24])=[CH:30][N:29]=2)=[O:18])[C:3]1=[O:23]. (2) Given the reactants COC(=O)CC1C2C(=CC=CC=2)C(Br)=CC=1.C([N-]C(C)C)(C)C.[Li+].BrCCBr.C[O:30][C:31](=[O:47])[CH:32]([C:36]1[C:45]2[C:40](=[CH:41][CH:42]=[CH:43][CH:44]=2)[C:39]([Br:46])=[CH:38][CH:37]=1)[CH2:33][CH2:34]Br.C(=O)([O-])[O-].[K+].[K+], predict the reaction product. The product is: [Br:46][C:39]1[C:40]2[C:45](=[CH:44][CH:43]=[CH:42][CH:41]=2)[C:36]([C:32]2([C:31]([OH:30])=[O:47])[CH2:34][CH2:33]2)=[CH:37][CH:38]=1.